This data is from Catalyst prediction with 721,799 reactions and 888 catalyst types from USPTO. The task is: Predict which catalyst facilitates the given reaction. (1) Reactant: Br[C:2]1[N:7]=[C:6]2[NH:8][C:9](=[O:11])[O:10][C:5]2=[CH:4][CH:3]=1.O.[C:13]1([CH:19]=[CH:20]B(O)O)[CH:18]=[CH:17][CH:16]=[CH:15][CH:14]=1.C(=O)([O-])[O-].[K+].[K+]. Product: [CH:20]([N:8]1[C:6]2=[N:7][CH:2]=[CH:3][CH:4]=[C:5]2[O:10][C:9]1=[O:11])=[CH:19][C:13]1[CH:18]=[CH:17][CH:16]=[CH:15][CH:14]=1. The catalyst class is: 77. (2) Reactant: CS(O[CH2:6][CH2:7][C:8]12[CH2:20][C:19]3[CH:18]=[C:17]([O:21][CH3:22])[CH:16]=[CH:15][C:14]=3[C:13]1=[C:12]([CH3:23])[C:11](=[O:24])[CH2:10][CH2:9]2)(=O)=O.[I-:25].[Na+]. Product: [I:25][CH2:6][CH2:7][C:8]12[CH2:9][CH2:10][C:11](=[O:24])[C:12]([CH3:23])=[C:13]1[C:14]1[C:19](=[CH:18][C:17]([O:21][CH3:22])=[CH:16][CH:15]=1)[CH2:20]2. The catalyst class is: 21.